This data is from Reaction yield outcomes from USPTO patents with 853,638 reactions. The task is: Predict the reaction yield, written as a fraction of the theoretical maximum amount of product (1.0 means a 100% yield; for example, 0.34 means a 34% yield). (1) The reactants are Cl[CH2:2][C:3]([NH:5][CH:6]1[CH2:8][CH2:7]1)=[O:4].[Br:9][C:10]1[CH:11]=[C:12]([OH:17])[CH:13]=[CH:14][C:15]=1[F:16].C([O-])([O-])=O.[K+].[K+]. The catalyst is CC(C)=O. The product is [Br:9][C:10]1[CH:11]=[C:12]([CH:13]=[CH:14][C:15]=1[F:16])[O:17][CH2:2][C:3]([NH:5][CH:6]1[CH2:8][CH2:7]1)=[O:4]. The yield is 0.660. (2) The reactants are [CH3:1][C:2]1([CH3:24])[N:6]([C:7]([O:9][C:10]([CH3:13])([CH3:12])[CH3:11])=[O:8])[C@H:5](/[CH:14]=[CH:15]/[CH:16]=[O:17])[C@@H:4]([C:18]2[CH:23]=[CH:22][CH:21]=[CH:20][CH:19]=2)[O:3]1. The catalyst is CC(C)=O.[Pd]. The product is [CH3:1][C:2]1([CH3:24])[N:6]([C:7]([O:9][C:10]([CH3:11])([CH3:12])[CH3:13])=[O:8])[C@H:5]([CH2:14][CH2:15][CH:16]=[O:17])[C@@H:4]([C:18]2[CH:23]=[CH:22][CH:21]=[CH:20][CH:19]=2)[O:3]1. The yield is 0.580. (3) The yield is 0.750. The catalyst is CN(C=O)C.CCOC(C)=O.O.[Cu]I.C1C=CC([P]([Pd]([P](C2C=CC=CC=2)(C2C=CC=CC=2)C2C=CC=CC=2)([P](C2C=CC=CC=2)(C2C=CC=CC=2)C2C=CC=CC=2)[P](C2C=CC=CC=2)(C2C=CC=CC=2)C2C=CC=CC=2)(C2C=CC=CC=2)C2C=CC=CC=2)=CC=1. The reactants are [CH3:1][Si:2]([C:5]#[CH:6])([CH3:4])[CH3:3].Br[C:8]1[C:9]([NH2:15])=[N:10][CH:11]=[C:12]([Br:14])[N:13]=1.C(N(CC)CC)C. The product is [Br:14][C:12]1[N:13]=[C:8]([C:6]#[C:5][Si:2]([CH3:4])([CH3:3])[CH3:1])[C:9]([NH2:15])=[N:10][CH:11]=1. (4) The reactants are [ClH:1].O1CCOCC1.OC(C(F)(F)F)=O.[N:15]1[CH:20]=[CH:19][CH:18]=[C:17]([O:21][CH2:22][CH:23]2[CH2:28][N:27](C(OC(C)(C)C)=O)[CH2:26][CH2:25][N:24]2[C:36]([O:38][C:39]2[CH:44]=[CH:43][CH:42]=[CH:41][CH:40]=2)=[O:37])[CH:16]=1. The catalyst is CO. The product is [ClH:1].[ClH:1].[N:15]1[CH:20]=[CH:19][CH:18]=[C:17]([O:21][CH2:22][CH:23]2[CH2:28][NH:27][CH2:26][CH2:25][N:24]2[C:36]([O:38][C:39]2[CH:44]=[CH:43][CH:42]=[CH:41][CH:40]=2)=[O:37])[CH:16]=1. The yield is 0.910. (5) The product is [CH3:8][C:7]1[C:2]([Sn:18]([CH2:19][CH2:20][CH2:21][CH3:22])([CH2:23][CH2:24][CH2:25][CH3:26])[CH2:14][CH2:15][CH2:16][CH3:17])=[N:3][CH:4]=[CH:5][CH:6]=1. The catalyst is C1COCC1. The yield is 0.270. The reactants are Br[C:2]1[C:7]([CH3:8])=[CH:6][CH:5]=[CH:4][N:3]=1.[Li]CCCC.[CH2:14]([Sn:18](Cl)([CH2:23][CH2:24][CH2:25][CH3:26])[CH2:19][CH2:20][CH2:21][CH3:22])[CH2:15][CH2:16][CH3:17].CCOC(C)=O. (6) The reactants are N.[N:2]([C@@:5]1([CH2:20][O:21]C(=O)C2C=CC=C(Cl)C=2)[C@@H:9]([F:10])[C@@H:8]([OH:11])[C@H:7]([N:12]2[CH:17]=[CH:16][C:15](=[O:18])[NH:14][C:13]2=[O:19])[O:6]1)=[N+:3]=[N-:4]. The catalyst is CO. The product is [N:2]([C@:5]1([CH2:20][OH:21])[O:6][C@@H:7]([N:12]2[CH:17]=[CH:16][C:15](=[O:18])[NH:14][C:13]2=[O:19])[C@H:8]([OH:11])[C@@H:9]1[F:10])=[N+:3]=[N-:4]. The yield is 0.510. (7) The yield is 0.430. The reactants are [Cl:1][C:2]1[CH:3]=[C:4]([NH:16][C:17]2[C:26]3[C:21](=[CH:22][CH:23]=[CH:24][C:25]=3[O:27][CH2:28][C@H:29]3[CH2:33][CH2:32][CH2:31][NH:30]3)[N:20]=[CH:19][N:18]=2)[CH:5]=[CH:6][C:7]=1[O:8][C:9]1[CH:10]=[N:11][C:12]([CH3:15])=[CH:13][CH:14]=1.C([O:37][CH2:38][C:39](Cl)=[O:40])(=O)C. The product is [Cl:1][C:2]1[CH:3]=[C:4]([NH:16][C:17]2[C:26]3[C:21](=[CH:22][CH:23]=[CH:24][C:25]=3[O:27][CH2:28][C@H:29]3[CH2:33][CH2:32][CH2:31][N:30]3[C:38](=[O:37])[CH2:39][OH:40])[N:20]=[CH:19][N:18]=2)[CH:5]=[CH:6][C:7]=1[O:8][C:9]1[CH:10]=[N:11][C:12]([CH3:15])=[CH:13][CH:14]=1. No catalyst specified. (8) The reactants are [Cl:1][C:2]1[CH:7]=[CH:6][C:5](B(O)O)=[CH:4][CH:3]=1.Br[C:12]1[C:24]2[C:23]3[C:18](=[CH:19][CH:20]=[CH:21][CH:22]=3)[C:17]([C:31]3[CH:36]=[CH:35][CH:34]=[CH:33][CH:32]=3)([C:25]3[CH:30]=[CH:29][CH:28]=[CH:27][CH:26]=3)[C:16]=2[CH:15]=[CH:14][CH:13]=1.C([O-])(O)=O.[Na+]. The catalyst is C(COC)OC.C1C=CC([P]([Pd]([P](C2C=CC=CC=2)(C2C=CC=CC=2)C2C=CC=CC=2)([P](C2C=CC=CC=2)(C2C=CC=CC=2)C2C=CC=CC=2)[P](C2C=CC=CC=2)(C2C=CC=CC=2)C2C=CC=CC=2)(C2C=CC=CC=2)C2C=CC=CC=2)=CC=1. The product is [Cl:1][C:2]1[CH:7]=[CH:6][C:5]([C:12]2[C:24]3[C:23]4[C:18](=[CH:19][CH:20]=[CH:21][CH:22]=4)[C:17]([C:31]4[CH:32]=[CH:33][CH:34]=[CH:35][CH:36]=4)([C:25]4[CH:26]=[CH:27][CH:28]=[CH:29][CH:30]=4)[C:16]=3[CH:15]=[CH:14][CH:13]=2)=[CH:4][CH:3]=1. The yield is 0.850. (9) The reactants are C(O[BH-](OC(=O)C)OC(=O)C)(=O)C.[Na+].[N:15]1([C:21]2[C:26]([C:27]3[CH:37]=[CH:36][C:30]([CH2:31][NH:32][C:33](=[O:35])[CH3:34])=[CH:29][CH:28]=3)=[N:25][CH:24]=[CH:23][N:22]=2)[CH2:20][CH2:19][NH:18][CH2:17][CH2:16]1.[CH3:38][C:39]1[C:43]([CH:44]=O)=[C:42]([CH3:46])[N:41]([C:47]2[CH:52]=[CH:51][CH:50]=[CH:49][N:48]=2)[N:40]=1.[ClH:53]. The catalyst is C1COCC1. The product is [ClH:53].[CH3:38][C:39]1[C:43]([CH2:44][N:18]2[CH2:19][CH2:20][N:15]([C:21]3[C:26]([C:27]4[CH:28]=[CH:29][C:30]([CH2:31][NH:32][C:33](=[O:35])[CH3:34])=[CH:36][CH:37]=4)=[N:25][CH:24]=[CH:23][N:22]=3)[CH2:16][CH2:17]2)=[C:42]([CH3:46])[N:41]([C:47]2[CH:52]=[CH:51][CH:50]=[CH:49][N:48]=2)[N:40]=1. The yield is 0.540.